Dataset: Full USPTO retrosynthesis dataset with 1.9M reactions from patents (1976-2016). Task: Predict the reactants needed to synthesize the given product. (1) Given the product [Br:1][C:10]1([CH3:9])[C:18]2[C:13](=[CH:14][CH:15]=[CH:16][CH:17]=2)[NH:12][C:11]1=[O:19], predict the reactants needed to synthesize it. The reactants are: [Br:1]N1C(=O)CCC1=O.[CH3:9][C:10]1[C:18]2[C:13](=[CH:14][CH:15]=[CH:16][CH:17]=2)[NH:12][CH:11]=1.[OH2:19]. (2) Given the product [Si:36]([O:14][CH2:15][C:11]1([C:18]2[CH:23]=[CH:22][CH:21]=[CH:20][CH:19]=2)[CH:10]=[C:9]([C:3]2[CH:4]=[C:5]([F:8])[CH:6]=[CH:7][C:2]=2[F:1])[CH2:17][NH:12]1)([C:33]([CH3:35])([CH3:34])[CH3:32])([CH3:38])[CH3:37], predict the reactants needed to synthesize it. The reactants are: [F:1][C:2]1[CH:7]=[CH:6][C:5]([F:8])=[CH:4][C:3]=1[C:9]1[CH2:17][N:12]2C(=O)[O:14][CH2:15][C:11]2([C:18]2[CH:23]=[CH:22][CH:21]=[CH:20][CH:19]=2)[CH:10]=1.[OH-].[Na+].Cl.N1C=CN=C1.[CH3:32][C:33]([Si:36](Cl)([CH3:38])[CH3:37])([CH3:35])[CH3:34].N#N. (3) Given the product [CH2:39]([O:35][C@@H:24]1[C@@H:23]([O:36][CH2:1][C:2]2[CH:7]=[CH:6][CH:5]=[CH:4][CH:3]=2)[C@@H:22]([CH2:21][O:20][C:1]([C:8]2[CH:9]=[CH:10][CH:11]=[CH:12][CH:13]=2)([C:2]2[CH:7]=[CH:6][CH:5]=[CH:4][CH:3]=2)[C:14]2[CH:19]=[CH:18][CH:17]=[CH:16][CH:15]=2)[O:34][C@H:25]1[S:26][C:27]1[CH:32]=[CH:31][C:30]([CH3:33])=[CH:29][CH:28]=1)[C:40]1[CH:45]=[CH:44][CH:43]=[CH:42][CH:41]=1, predict the reactants needed to synthesize it. The reactants are: [C:1]([O:20][CH2:21][C@H:22]1[O:34][C@@H:25]([S:26][C:27]2[CH:32]=[CH:31][C:30]([CH3:33])=[CH:29][CH:28]=2)[C@H:24]([OH:35])[C@H:23]1[OH:36])([C:14]1[CH:19]=[CH:18][CH:17]=[CH:16][CH:15]=1)([C:8]1[CH:13]=[CH:12][CH:11]=[CH:10][CH:9]=1)[C:2]1[CH:7]=[CH:6][CH:5]=[CH:4][CH:3]=1.[H-].[Na+].[CH2:39](Br)[C:40]1[CH:45]=[CH:44][CH:43]=[CH:42][CH:41]=1. (4) Given the product [ClH:15].[Cl:15][CH2:2][C:3]1[N:4]([CH2:8][CH2:9][CH2:10][CH2:11][CH3:12])[CH:5]=[CH:6][N:7]=1, predict the reactants needed to synthesize it. The reactants are: O[CH2:2][C:3]1[N:4]([CH2:8][CH2:9][CH2:10][CH2:11][CH3:12])[CH:5]=[CH:6][N:7]=1.S(Cl)([Cl:15])=O.